Dataset: Forward reaction prediction with 1.9M reactions from USPTO patents (1976-2016). Task: Predict the product of the given reaction. (1) Given the reactants [F:1][C:2]1[CH:3]=[C:4]([CH:8]=[C:9]([F:11])[CH:10]=1)[CH2:5][Mg]Br.[Br:12][C:13]1[C:14]([CH:19]=[N:20][S:21]([C:23]([CH3:26])([CH3:25])[CH3:24])=[O:22])=[N:15][CH:16]=[N:17][CH:18]=1.[Cl-].[NH4+], predict the reaction product. The product is: [Br:12][C:13]1[C:14]([C@@H:19]([NH:20][S@@:21]([C:23]([CH3:26])([CH3:25])[CH3:24])=[O:22])[CH2:5][C:4]2[CH:3]=[C:2]([F:1])[CH:10]=[C:9]([F:11])[CH:8]=2)=[N:15][CH:16]=[N:17][CH:18]=1.[Br:12][C:13]1[C:14]([C@H:19]([NH:20][S@@:21]([C:23]([CH3:26])([CH3:25])[CH3:24])=[O:22])[CH2:5][C:4]2[CH:3]=[C:2]([F:1])[CH:10]=[C:9]([F:11])[CH:8]=2)=[N:15][CH:16]=[N:17][CH:18]=1. (2) Given the reactants Cl.Cl.[O:3]1[C:7]2[CH:8]=[CH:9][CH:10]=[C:11]([CH:12]3[CH2:17][CH2:16][N:15]([CH2:18][CH2:19][C@H:20]4[CH2:25][CH2:24][C@H:23]([NH2:26])[CH2:22][CH2:21]4)[CH2:14][CH2:13]3)[C:6]=2[CH2:5][CH2:4]1.[OH:27][CH2:28][C:29](O)=[O:30], predict the reaction product. The product is: [O:3]1[C:7]2[CH:8]=[CH:9][CH:10]=[C:11]([CH:12]3[CH2:17][CH2:16][N:15]([CH2:18][CH2:19][C@H:20]4[CH2:21][CH2:22][C@H:23]([NH:26][C:28](=[O:27])[CH2:29][OH:30])[CH2:24][CH2:25]4)[CH2:14][CH2:13]3)[C:6]=2[CH2:5][CH2:4]1. (3) Given the reactants [CH3:1][NH:2][CH2:3][CH2:4][CH2:5][CH2:6][CH2:7][CH2:8][CH2:9][CH2:10][CH2:11][N:12]1[CH2:17][CH2:16][CH:15]([O:18][C:19](=[O:33])[NH:20][C:21]2[CH:26]=[CH:25][CH:24]=[CH:23][C:22]=2[C:27]2[CH:32]=[CH:31][CH:30]=[CH:29][CH:28]=2)[CH2:14][CH2:13]1.C1(N)C(F)=C(F)C(F)=C(N)C=1F.Cl.Cl.[Cl:48][C:49]1[C:50]([OH:58])=[C:51]([CH:54]=[C:55]([F:57])[CH:56]=1)[CH:52]=O, predict the reaction product. The product is: [Cl:48][C:49]1[C:50]([OH:58])=[C:51]([CH:54]=[C:55]([F:57])[CH:56]=1)[CH2:52][N:2]([CH3:1])[CH2:3][CH2:4][CH2:5][CH2:6][CH2:7][CH2:8][CH2:9][CH2:10][CH2:11][N:12]1[CH2:13][CH2:14][CH:15]([O:18][C:19](=[O:33])[NH:20][C:21]2[CH:26]=[CH:25][CH:24]=[CH:23][C:22]=2[C:27]2[CH:28]=[CH:29][CH:30]=[CH:31][CH:32]=2)[CH2:16][CH2:17]1. (4) The product is: [Br:24][C:22]1[CH:23]=[C:18]([NH:1][C:2]2[CH:3]=[CH:4][C:5]([C:8]([N:10]3[CH2:15][CH2:14][O:13][CH2:12][C@@H:11]3[CH3:16])=[O:9])=[CH:6][N:7]=2)[C:19](=[O:26])[N:20]([CH3:25])[CH:21]=1. Given the reactants [NH2:1][C:2]1[N:7]=[CH:6][C:5]([C:8]([N:10]2[CH2:15][CH2:14][O:13][CH2:12][C@@H:11]2[CH3:16])=[O:9])=[CH:4][CH:3]=1.Br[C:18]1[C:19](=[O:26])[N:20]([CH3:25])[CH:21]=[C:22]([Br:24])[CH:23]=1.C(=O)([O-])[O-].[Cs+].[Cs+].CC1(C)C2C(=C(P(C3C=CC=CC=3)C3C=CC=CC=3)C=CC=2)OC2C(P(C3C=CC=CC=3)C3C=CC=CC=3)=CC=CC1=2, predict the reaction product. (5) The product is: [F:1][C:2]([F:12])([F:11])[C:3]1[N:8]=[CH:7][C:6]([CH:9]=[CH:15][CH:23]=[O:24])=[CH:5][CH:4]=1. Given the reactants [F:1][C:2]([F:12])([F:11])[C:3]1[N:8]=[CH:7][C:6]([CH:9]=O)=[CH:5][CH:4]=1.N1C2C(=CC=CC=2)C=[C:15]([CH:23]=[O:24])C=1, predict the reaction product. (6) Given the reactants [OH:1][C:2]1[CH:9]=[CH:8][CH:7]=[C:6]([O:10][CH3:11])[C:3]=1[CH:4]=O.CO[C:14]1[CH:23]=[CH:22][CH:21]=[C:20]2[C:15]=1[CH:16]=C([N+]([O-])=O)CO2.[N+](CCO)([O-])=O.[Cl-].[CH2:34]([NH2+:38][CH2:39][CH2:40][CH2:41][CH3:42])[CH2:35]CC.[BH4-].[Na+].CO[C:47]1[CH:56]=CC=C2[C:48]=1CC([N+]([O-])=O)CO2.COC1C=CC=C2C=1CC(N)CO2.O.NN.C([Br:83])C1C=CC=CC=1.C(N(CC1C=CC=CC=1)C1CC2C(=CC=CC=2OC)OC1)C1C=CC=CC=1.C1C(=O)N(Br)C(=O)C1, predict the reaction product. The product is: [CH2:39]([N:38]([CH2:16][C:15]1[CH:14]=[CH:23][CH:22]=[CH:21][CH:20]=1)[CH:34]1[CH2:4][C:3]2[C:2](=[C:9]([Br:83])[CH:8]=[CH:7][C:6]=2[O:10][CH3:11])[O:1][CH2:35]1)[C:40]1[CH:41]=[CH:42][CH:56]=[CH:47][CH:48]=1. (7) Given the reactants Br[C:2]1[CH:3]=[C:4]2[C:9](=[CH:10][CH:11]=1)[CH2:8][C@@H:7]([NH:12][C:13](=[O:27])[C:14]1[CH:19]=[CH:18][C:17]([O:20][CH2:21][C@@H:22]3[CH2:26][CH2:25][CH2:24][O:23]3)=[CH:16][CH:15]=1)[CH2:6][CH2:5]2.C(=O)=O.C[Li].C([Li])CCC.CON(C)[C:41](=[O:43])[CH3:42], predict the reaction product. The product is: [C:41]([C:2]1[CH:3]=[C:4]2[C:9](=[CH:10][CH:11]=1)[CH2:8][C@@H:7]([NH:12][C:13](=[O:27])[C:14]1[CH:19]=[CH:18][C:17]([O:20][CH2:21][C@@H:22]3[CH2:26][CH2:25][CH2:24][O:23]3)=[CH:16][CH:15]=1)[CH2:6][CH2:5]2)(=[O:43])[CH3:42]. (8) Given the reactants [Cl:1][C:2]1[C:7]([O:8][CH3:9])=[CH:6][C:5]([O:10][CH3:11])=[C:4]([F:12])[C:3]=1[NH:13]C(=O)C.[OH-].[K+], predict the reaction product. The product is: [Cl:1][C:2]1[C:7]([O:8][CH3:9])=[CH:6][C:5]([O:10][CH3:11])=[C:4]([F:12])[C:3]=1[NH2:13]. (9) Given the reactants [F:1][C:2]1[CH:7]=[CH:6][C:5]([CH2:8][C:9]2[CH:18]=[C:17]3[C:12]([C:13]([OH:29])=[C:14]([C:24](OCC)=[O:25])[C:15](=[O:23])[N:16]3[CH2:19][CH2:20][CH2:21][OH:22])=[N:11][CH:10]=2)=[CH:4][CH:3]=1.[NH2:30][CH2:31][CH2:32][NH:33][C:34](=[O:36])[CH3:35], predict the reaction product. The product is: [C:34]([NH:33][CH2:32][CH2:31][NH:30][C:24]([C:14]1[C:15](=[O:23])[N:16]([CH2:19][CH2:20][CH2:21][OH:22])[C:17]2[C:12]([C:13]=1[OH:29])=[N:11][CH:10]=[C:9]([CH2:8][C:5]1[CH:4]=[CH:3][C:2]([F:1])=[CH:7][CH:6]=1)[CH:18]=2)=[O:25])(=[O:36])[CH3:35]. (10) Given the reactants [C:1]([NH:4][C:5]1[S:6][C:7]([Br:36])=[C:8]([CH2:10][CH2:11][C:12]2[CH:17]=[CH:16][C:15]([NH:18][CH:19]([NH:28]C(=O)OC(C)(C)C)[NH:20]C(=O)OC(C)(C)C)=[CH:14][CH:13]=2)[N:9]=1)(=[O:3])[CH3:2].[ClH:37], predict the reaction product. The product is: [ClH:37].[NH2:28][C:19]([NH:18][C:15]1[CH:16]=[CH:17][C:12]([CH2:11][CH2:10][C:8]2[N:9]=[C:5]([NH:4][C:1](=[O:3])[CH3:2])[S:6][C:7]=2[Br:36])=[CH:13][CH:14]=1)=[NH:20].